Task: Predict the reactants needed to synthesize the given product.. Dataset: Full USPTO retrosynthesis dataset with 1.9M reactions from patents (1976-2016) (1) Given the product [CH3:2][O:3][C:4](=[O:27])[C@H:5]([CH2:7][C:8]1[CH:9]=[CH:10][C:11]([C:14]2[C:15](=[O:26])[N:16]([CH3:25])[C:17]([CH3:24])=[CH:18][C:19]=2[C:20]([F:21])([F:22])[F:23])=[CH:12][CH:13]=1)[NH:6][C:31]([C:30]1[C:34]([CH3:38])=[CH:35][CH:36]=[CH:37][C:29]=1[Cl:28])=[O:32], predict the reactants needed to synthesize it. The reactants are: Cl.[CH3:2][O:3][C:4](=[O:27])[C@H:5]([CH2:7][C:8]1[CH:13]=[CH:12][C:11]([C:14]2[C:15](=[O:26])[N:16]([CH3:25])[C:17]([CH3:24])=[CH:18][C:19]=2[C:20]([F:23])([F:22])[F:21])=[CH:10][CH:9]=1)[NH2:6].[Cl:28][C:29]1[CH:37]=[CH:36][CH:35]=[C:34]([CH3:38])[C:30]=1[C:31](O)=[O:32].CN(C(ON1N=NC2C=CC=CC1=2)=[N+](C)C)C.F[P-](F)(F)(F)(F)F.CCN(C(C)C)C(C)C. (2) The reactants are: [F:1][C:2]1[CH:7]=[CH:6][C:5]([C:8]2[C@H:13]([O:14]C(=O)C(C)(C)C)[CH2:12][N:11]([C:21]([O:23][C:24]([CH3:27])([CH3:26])[CH3:25])=[O:22])[CH2:10][CH:9]=2)=[CH:4][CH:3]=1.O.[OH-].[Li+]. Given the product [F:1][C:2]1[CH:3]=[CH:4][C:5]([C:8]2[C@H:13]([OH:14])[CH2:12][N:11]([C:21]([O:23][C:24]([CH3:27])([CH3:26])[CH3:25])=[O:22])[CH2:10][CH:9]=2)=[CH:6][CH:7]=1, predict the reactants needed to synthesize it. (3) The reactants are: [N:1]([CH2:4][CH2:5][C:6]1[CH:7]=[C:8]([C:12]2[N:16]=[CH:15][N:14]([C:17]3[CH:22]=[CH:21][C:20]([O:23][C:24]([F:27])([F:26])[F:25])=[CH:19][CH:18]=3)[N:13]=2)[CH:9]=[CH:10][CH:11]=1)=[C:2]=[O:3].[CH:28]([C:31]1[CH:36]=[CH:35][C:34]([CH3:37])=[CH:33][C:32]=1[NH:38][C:39]([NH2:41])=[S:40])([CH3:30])[CH3:29]. Given the product [CH:28]([C:31]1[CH:36]=[CH:35][C:34]([CH3:37])=[CH:33][C:32]=1[NH:38][C:39]([NH:41][C:2]([NH:1][CH2:4][CH2:5][C:6]1[CH:11]=[CH:10][CH:9]=[C:8]([C:12]2[N:16]=[CH:15][N:14]([C:17]3[CH:22]=[CH:21][C:20]([O:23][C:24]([F:26])([F:25])[F:27])=[CH:19][CH:18]=3)[N:13]=2)[CH:7]=1)=[O:3])=[S:40])([CH3:30])[CH3:29], predict the reactants needed to synthesize it. (4) The reactants are: CO[CH:3](OC)[CH2:4][NH2:5].[CH2:19]([O:15][C:16]1[CH:17]=[C:18]([CH:21]=[CH:22][CH:23]=1)[CH:19]=[O:15])[C:18]1[CH:21]=[CH:22][CH:23]=[CH:16][CH:17]=1.FC(F)(F)C(OC(=O)C(F)(F)F)=O.B(F)(F)F.CCOCC. Given the product [CH:4]1[C:3]2[C:21](=[CH:22][CH:23]=[C:16]([OH:15])[CH:17]=2)[CH:18]=[CH:19][N:5]=1, predict the reactants needed to synthesize it.